Dataset: Full USPTO retrosynthesis dataset with 1.9M reactions from patents (1976-2016). Task: Predict the reactants needed to synthesize the given product. The reactants are: [Cl:1][C:2]1[CH:7]=[CH:6][CH:5]=[CH:4][C:3]=1[CH2:8][CH2:9][N:10]1[C:15](=[O:16])[C:14]([OH:17])=[C:13]([C:18]([O:20]C)=[O:19])[N:12]=[C:11]1[C:22]1[S:23][CH:24]=[CH:25][CH:26]=1.[OH-].[Li+]. Given the product [Cl:1][C:2]1[CH:7]=[CH:6][CH:5]=[CH:4][C:3]=1[CH2:8][CH2:9][N:10]1[C:15](=[O:16])[C:14]([OH:17])=[C:13]([C:18]([OH:20])=[O:19])[N:12]=[C:11]1[C:22]1[S:23][CH:24]=[CH:25][CH:26]=1, predict the reactants needed to synthesize it.